From a dataset of Retrosynthesis with 50K atom-mapped reactions and 10 reaction types from USPTO. Predict the reactants needed to synthesize the given product. Given the product CONC(=O)c1cc(N2CCC(NC(=O)c3[nH]c(C)c(Cl)c3Cl)CC2)nc(S(C)=O)n1, predict the reactants needed to synthesize it. The reactants are: CONC(=O)c1cc(N2CCC(NC(=O)c3[nH]c(C)c(Cl)c3Cl)CC2)nc(SC)n1.O=C(OO)c1cccc(Cl)c1.